From a dataset of NCI-60 drug combinations with 297,098 pairs across 59 cell lines. Regression. Given two drug SMILES strings and cell line genomic features, predict the synergy score measuring deviation from expected non-interaction effect. (1) Drug 1: CCCS(=O)(=O)NC1=C(C(=C(C=C1)F)C(=O)C2=CNC3=C2C=C(C=N3)C4=CC=C(C=C4)Cl)F. Drug 2: C1=CN(C(=O)N=C1N)C2C(C(C(O2)CO)O)O.Cl. Cell line: CCRF-CEM. Synergy scores: CSS=50.9, Synergy_ZIP=-2.11, Synergy_Bliss=-5.29, Synergy_Loewe=-30.6, Synergy_HSA=-5.97. (2) Drug 1: CC12CCC(CC1=CCC3C2CCC4(C3CC=C4C5=CN=CC=C5)C)O. Drug 2: C1=CC(=CC=C1CCC2=CNC3=C2C(=O)NC(=N3)N)C(=O)NC(CCC(=O)O)C(=O)O. Cell line: OVCAR3. Synergy scores: CSS=22.6, Synergy_ZIP=-5.04, Synergy_Bliss=-7.69, Synergy_Loewe=-14.6, Synergy_HSA=-5.37. (3) Drug 1: CN(CC1=CN=C2C(=N1)C(=NC(=N2)N)N)C3=CC=C(C=C3)C(=O)NC(CCC(=O)O)C(=O)O. Drug 2: CC1CCCC2(C(O2)CC(NC(=O)CC(C(C(=O)C(C1O)C)(C)C)O)C(=CC3=CSC(=N3)C)C)C. Cell line: KM12. Synergy scores: CSS=80.2, Synergy_ZIP=0.226, Synergy_Bliss=-0.763, Synergy_Loewe=0.101, Synergy_HSA=3.46.